Dataset: Full USPTO retrosynthesis dataset with 1.9M reactions from patents (1976-2016). Task: Predict the reactants needed to synthesize the given product. (1) Given the product [C:36]([NH:35]/[C:21](/[NH:20][C:18]1[NH:17][N:16]=[C:15]([C:12]2[CH:13]=[CH:14][C:9]([OH:8])=[CH:10][CH:11]=2)[CH:19]=1)=[N:22]/[C:23](=[O:34])[C:24]1[CH:25]=[CH:26][C:27]([C:30]([F:32])([F:33])[F:31])=[CH:28][CH:29]=1)([CH3:39])([CH3:37])[CH3:38], predict the reactants needed to synthesize it. The reactants are: C([O:8][C:9]1[CH:14]=[CH:13][C:12]([C:15]2[CH:19]=[C:18]([NH:20]/[C:21](/[NH:35][C:36]([CH3:39])([CH3:38])[CH3:37])=[N:22]\[C:23](=[O:34])[C:24]3[CH:29]=[CH:28][C:27]([C:30]([F:33])([F:32])[F:31])=[CH:26][CH:25]=3)[NH:17][N:16]=2)=[CH:11][CH:10]=1)C1C=CC=CC=1.[H][H]. (2) Given the product [N:18]([CH2:3][C:4]1[O:8][C:7]([CH3:9])=[N:6][C:5]=1[CH3:10])=[N+:19]=[N-:20], predict the reactants needed to synthesize it. The reactants are: Cl.Cl[CH2:3][C:4]1[O:8][C:7]([CH3:9])=[N:6][C:5]=1[CH3:10].C(N(CC)CC)C.[N-:18]=[N+:19]=[N-:20].[Li+].C(OCC)(=O)C. (3) Given the product [CH:17]1([C:15]([C:7]2[S:6][C:5]3[C:3](=[O:4])[N:12]([C:14]4[CH:34]=[CH:35][C:30]([N:26]5[CH2:27][CH2:28][CH2:29][N:23]([CH3:22])[CH2:24][CH2:25]5)=[CH:31][CH:32]=4)[CH:11]=[N:10][C:9]=3[CH:8]=2)=[O:16])[CH2:18][CH2:19][CH2:20][CH2:21]1, predict the reactants needed to synthesize it. The reactants are: CO[C:3]([C:5]1[S:6][C:7]([C:15]([CH:17]2[CH2:21][CH2:20][CH2:19][CH2:18]2)=[O:16])=[CH:8][C:9]=1[N:10]=[CH:11][N:12]([CH3:14])C)=[O:4].[CH3:22][N:23]1[CH2:29][CH2:28][CH2:27][N:26]([C:30]2[CH:35]=[CH:34]C(N)=[CH:32][CH:31]=2)[CH2:25][CH2:24]1. (4) Given the product [Cl:2][C:3]1[CH:4]=[CH:5][C:6]([C:9]2[S:13][C:12]([C@@H:14]([NH2:16])[CH3:15])=[N:11][N:10]=2)=[CH:7][CH:8]=1, predict the reactants needed to synthesize it. The reactants are: Cl.[Cl:2][C:3]1[CH:8]=[CH:7][C:6]([C:9]2[S:13][C:12]([C@@H:14]([NH:16]C(=O)OC(C)(C)C)[CH3:15])=[N:11][N:10]=2)=[CH:5][CH:4]=1. (5) Given the product [CH2:22]([O:29][CH2:30][CH2:31][CH:32]1[CH2:37][CH2:36][N:35]([C:2]2[CH:3]=[N:4][CH:5]=[C:6]([O:8][CH2:9][C@@H:10]3[CH2:14][CH2:13][CH2:12][N:11]3[C:15]([O:17][C:18]([CH3:21])([CH3:20])[CH3:19])=[O:16])[CH:7]=2)[CH2:34][CH2:33]1)[C:23]1[CH:28]=[CH:27][CH:26]=[CH:25][CH:24]=1, predict the reactants needed to synthesize it. The reactants are: Br[C:2]1[CH:3]=[N:4][CH:5]=[C:6]([O:8][CH2:9][C@@H:10]2[CH2:14][CH2:13][CH2:12][N:11]2[C:15]([O:17][C:18]([CH3:21])([CH3:20])[CH3:19])=[O:16])[CH:7]=1.[CH2:22]([O:29][CH2:30][CH2:31][CH:32]1[CH2:37][CH2:36][NH:35][CH2:34][CH2:33]1)[C:23]1[CH:28]=[CH:27][CH:26]=[CH:25][CH:24]=1.CC(C)([O-])C.[Na+].C1(P(C2C=CC=CC=2)C2C3OC4C(=CC=CC=4P(C4C=CC=CC=4)C4C=CC=CC=4)C(C)(C)C=3C=CC=2)C=CC=CC=1.